Dataset: Peptide-MHC class II binding affinity with 134,281 pairs from IEDB. Task: Regression. Given a peptide amino acid sequence and an MHC pseudo amino acid sequence, predict their binding affinity value. This is MHC class II binding data. (1) The peptide sequence is AAVLFAATAAAAAAV. The MHC is DRB1_1501 with pseudo-sequence DRB1_1501. The binding affinity (normalized) is 0.460. (2) The peptide sequence is CIALDMMNENLGIIS. The MHC is DRB1_0101 with pseudo-sequence DRB1_0101. The binding affinity (normalized) is 0.968. (3) The peptide sequence is ARVTVKDVTFRNITG. The MHC is DRB1_1201 with pseudo-sequence DRB1_1201. The binding affinity (normalized) is 0.331. (4) The peptide sequence is HKSGSSIGKAFTTTLKGA. The MHC is DRB1_0101 with pseudo-sequence DRB1_0101. The binding affinity (normalized) is 0.244.